Dataset: Full USPTO retrosynthesis dataset with 1.9M reactions from patents (1976-2016). Task: Predict the reactants needed to synthesize the given product. (1) Given the product [Br:1][C:2]1[CH:3]=[CH:4][C:5]([N:8]2[C:12]3[CH:13]=[C:14]([C:16]([NH:44][CH2:43][CH2:42][O:41][CH3:40])=[O:18])[NH:15][C:11]=3[N:10]=[CH:9]2)=[CH:6][CH:7]=1, predict the reactants needed to synthesize it. The reactants are: [Br:1][C:2]1[CH:7]=[CH:6][C:5]([N:8]2[C:12]3[CH:13]=[C:14]([C:16]([OH:18])=O)[NH:15][C:11]=3[N:10]=[CH:9]2)=[CH:4][CH:3]=1.C1N=CN(C(N2C=NC=C2)=O)C=1.CCN(C(C)C)C(C)C.[CH3:40][O:41][CH2:42][CH2:43][NH2:44]. (2) Given the product [CH2:24]([CH:28]1[CH2:33][CH2:32][N:31]([CH2:2][CH2:3][CH2:4][N:5]2[C:10](=[O:11])[CH2:9][S:8][C:7]3[CH:12]=[CH:13][N:14]=[CH:15][C:6]2=3)[CH2:30][CH2:29]1)[CH2:25][CH2:26][CH3:27], predict the reactants needed to synthesize it. The reactants are: Cl[CH2:2][CH2:3][CH2:4][N:5]1[C:10](=[O:11])[CH2:9][S:8][C:7]2[CH:12]=[CH:13][N:14]=[CH:15][C:6]1=2.C([O-])([O-])=O.[K+].[K+].[Na+].[I-].[CH2:24]([CH:28]1[CH2:33][CH2:32][NH:31][CH2:30][CH2:29]1)[CH2:25][CH2:26][CH3:27]. (3) Given the product [NH2:12][C:11]1[N:10]([CH3:13])[N:9]=[CH:8][C:7]=1[NH:6][C:22](=[O:21])[CH2:23][NH:24][C:25](=[O:31])[O:26][C:27]([CH3:28])([CH3:29])[CH3:30], predict the reactants needed to synthesize it. The reactants are: S(=O)(=O)(O)O.[NH2:6][C:7]1[CH:8]=[N:9][N:10]([CH3:13])[C:11]=1[NH2:12].O=C1CCC(=O)N1[O:21][C:22](=O)[CH2:23][NH:24][C:25](=[O:31])[O:26][C:27]([CH3:30])([CH3:29])[CH3:28].C(N(C(C)C)CC)(C)C.C(=O)([O-])O.[Na+]. (4) Given the product [CH3:33][O:34][C:29]1[C:30]2[NH:26][C:19](=[O:20])[O:11][C:10]([CH3:2])([CH3:13])[C:9]=2[CH:8]=[CH:7][CH:3]=1, predict the reactants needed to synthesize it. The reactants are: N[C:2]1[C:10]([O:11]C)=[CH:9][CH:8]=[CH:7][C:3]=1C(O)=O.[CH3:13][Mg]Br.[N].[Cl-].[NH4+].[C:19]([N:26]1[CH:30]=[CH:29]N=C1)(N1C=CN=C1)=[O:20].C1C[O:34][CH2:33]C1. (5) Given the product [Cl:26][C:27]1[CH:32]=[CH:31][C:30]([C:33]([C:38]2[C:46]3[C:41](=[C:42]([CH2:47][S:48]([CH3:51])(=[O:50])=[O:49])[CH:43]=[CH:44][CH:45]=3)[NH:40][CH:39]=2)([CH:35]2[CH2:37][CH2:36]2)[CH2:34][CH3:2])=[CH:29][CH:28]=1, predict the reactants needed to synthesize it. The reactants are: Cl[C:2]1C=CC(C(C2C3C(=C(CSC)C=CC=3)NC=2)(C2CC2)CC)=CC=1.[Cl:26][C:27]1[CH:32]=[CH:31][C:30]([C:33]([C:38]2[C:46]3[C:41](=[C:42]([CH2:47][S:48]([CH3:51])(=[O:50])=[O:49])[CH:43]=[CH:44][CH:45]=3)[NH:40][CH:39]=2)([CH:35]2[CH2:37][CH2:36]2)[CH3:34])=[CH:29][CH:28]=1.